The task is: Regression/Classification. Given a drug SMILES string, predict its absorption, distribution, metabolism, or excretion properties. Task type varies by dataset: regression for continuous measurements (e.g., permeability, clearance, half-life) or binary classification for categorical outcomes (e.g., BBB penetration, CYP inhibition). Dataset: bbb_martins.. This data is from Blood-brain barrier penetration binary classification data from Martins et al.. (1) The molecule is CC(=O)c1ccc2c(c1)N(CC(C)N(C)C)c1ccccc1S2. The result is 1 (penetrates BBB). (2) The compound is Oc1ccc2c3c1OC1C(O)C=CC4C(C2)NCCC341. The result is 1 (penetrates BBB).